This data is from Forward reaction prediction with 1.9M reactions from USPTO patents (1976-2016). The task is: Predict the product of the given reaction. (1) Given the reactants [OH:1][CH:2]=[C:3]([C:8]1[CH:13]=[CH:12][CH:11]=[CH:10][C:9]=1[CH3:14])[C:4]([O:6][CH3:7])=[O:5].[C:15](=O)([O-])[O-].[K+].[K+].S(OC)(OC)(=O)=O, predict the reaction product. The product is: [CH3:15][O:1][CH:2]=[C:3]([C:8]1[CH:13]=[CH:12][CH:11]=[CH:10][C:9]=1[CH3:14])[C:4]([O:6][CH3:7])=[O:5]. (2) Given the reactants [CH3:1][C@@H:2]1[CH2:6][CH2:5][CH2:4][N:3]1[C:7]1[C:8](=[O:21])[NH:9][C:10]2[C:15]([N:16]=1)=[CH:14][C:13]([C:17]([O:19][CH3:20])=[O:18])=[CH:12][CH:11]=2.N1C=CC=CC=1.[O:28](S(C(F)(F)F)(=O)=O)[S:29]([C:32]([F:35])([F:34])[F:33])(=O)=[O:30], predict the reaction product. The product is: [CH3:1][C@@H:2]1[CH2:6][CH2:5][CH2:4][N:3]1[C:7]1[C:8]([O:21][S:29]([C:32]([F:35])([F:34])[F:33])(=[O:30])=[O:28])=[N:9][C:10]2[C:15]([N:16]=1)=[CH:14][C:13]([C:17]([O:19][CH3:20])=[O:18])=[CH:12][CH:11]=2. (3) Given the reactants [C:1]([O:5][C:6]([NH:8][C@H:9]([C:13]1[CH:18]=[CH:17][C:16]([N+:19]([O-])=O)=[CH:15][CH:14]=1)[C:10]([OH:12])=[O:11])=[O:7])([CH3:4])([CH3:3])[CH3:2], predict the reaction product. The product is: [NH2:19][C:16]1[CH:17]=[CH:18][C:13]([C@@H:9]([NH:8][C:6]([O:5][C:1]([CH3:4])([CH3:3])[CH3:2])=[O:7])[C:10]([OH:12])=[O:11])=[CH:14][CH:15]=1. (4) The product is: [Br:1][C:2]1[CH:7]=[CH:6][C:5]([S:10]([Cl:9])(=[O:12])=[O:11])=[C:4]([CH3:8])[CH:3]=1. Given the reactants [Br:1][C:2]1[CH:7]=[CH:6][CH:5]=[C:4]([CH3:8])[CH:3]=1.[Cl:9][S:10](O)(=[O:12])=[O:11], predict the reaction product. (5) Given the reactants [Cl:1][C:2]1[CH:7]=[CH:6][C:5]([C:8]2[CH:13]=[CH:12][N:11]3[C:14](=[O:31])[N:15]([CH2:17][C:18]4[C:19]([C:28]([OH:30])=O)=[N:20][C:21]([C:24]([F:27])([F:26])[F:25])=[CH:22][CH:23]=4)[N:16]=[C:10]3[C:9]=2[C:32]2[CH:37]=[CH:36][N:35]=[CH:34][CH:33]=2)=[CH:4][CH:3]=1.S(Cl)([Cl:40])=O, predict the reaction product. The product is: [Cl:1][C:2]1[CH:3]=[CH:4][C:5]([C:8]2[CH:13]=[CH:12][N:11]3[C:14](=[O:31])[N:15]([CH2:17][C:18]4[C:19]([C:28]([Cl:40])=[O:30])=[N:20][C:21]([C:24]([F:26])([F:27])[F:25])=[CH:22][CH:23]=4)[N:16]=[C:10]3[C:9]=2[C:32]2[CH:37]=[CH:36][N:35]=[CH:34][CH:33]=2)=[CH:6][CH:7]=1. (6) Given the reactants C(O)(C)C.[CH2:5]([O:7][CH2:8][C:9]1[N:10]([CH2:22][CH:23]2[O:27][N:26]([CH3:28])[CH2:25][CH2:24]2)[C:11]2[C:20]3[CH:19]=[CH:18][CH:17]=[CH:16][C:15]=3[N:14]=[CH:13][C:12]=2[N:21]=1)[CH3:6], predict the reaction product. The product is: [CH2:5]([O:7][CH2:8][C:9]1[N:10]([CH2:22][CH:23]([OH:27])[CH2:24][CH2:25][NH:26][CH3:28])[C:11]2[C:20]3[CH:19]=[CH:18][CH:17]=[CH:16][C:15]=3[N:14]=[CH:13][C:12]=2[N:21]=1)[CH3:6]. (7) Given the reactants [N:1]1[CH:6]=[CH:5][C:4]([CH:7]([OH:20])[C:8]#[C:9][Si:10]([CH:17]([CH3:19])[CH3:18])([CH:14]([CH3:16])[CH3:15])[CH:11]([CH3:13])[CH3:12])=[CH:3][CH:2]=1, predict the reaction product. The product is: [N:1]1[CH:6]=[CH:5][C:4]([C:7](=[O:20])[C:8]#[C:9][Si:10]([CH:14]([CH3:16])[CH3:15])([CH:17]([CH3:19])[CH3:18])[CH:11]([CH3:13])[CH3:12])=[CH:3][CH:2]=1. (8) Given the reactants [C:1]1([N:11]([C@@H:29]2[CH2:34][CH2:33][CH2:32][N:31](C(C)(C)C)[CH2:30]2)[C:12]([C:14]2[CH:19]=[CH:18][C:17]([C:20]3[CH:21]=[N:22][N:23]([CH3:28])[C:24]=3[C:25]([OH:27])=[O:26])=[CH:16][CH:15]=2)=[O:13])[C:10]2[C:5](=[CH:6][CH:7]=[CH:8][CH:9]=2)[CH:4]=[CH:3][N:2]=1.[C:39]([O-:42])([O-:41])=[O:40].[K+].[K+].Cl.O1CCO[CH2:48][CH2:47]1.[C:52](#N)[CH3:53], predict the reaction product. The product is: [C:1]1([N:11]([C@@H:29]2[CH2:34][CH2:33][CH2:32][NH:31][CH2:30]2)[C:12]([C:14]2[CH:19]=[CH:18][C:17]([C:20]3[CH:21]=[N:22][N:23]([CH3:28])[C:24]=3[C:25]([O:27][CH:47]([O:40][C:39]([O:42][CH2:52][CH3:53])=[O:41])[CH3:48])=[O:26])=[CH:16][CH:15]=2)=[O:13])[C:10]2[C:5](=[CH:6][CH:7]=[CH:8][CH:9]=2)[CH:4]=[CH:3][N:2]=1. (9) Given the reactants [NH:1]1[C:5]2=[CH:6][N:7]=[C:8]([NH:10][C:11]3[C:12]4[CH:19]=[C:18]([C:20]([OH:22])=O)[NH:17][C:13]=4[N:14]=[CH:15][N:16]=3)[CH:9]=[C:4]2[CH:3]=[N:2]1.[NH:23]1[CH2:28][CH2:27][CH2:26][CH2:25][CH2:24]1, predict the reaction product. The product is: [N:23]1([C:20]([C:18]2[NH:17][C:13]3[N:14]=[CH:15][N:16]=[C:11]([NH:10][C:8]4[CH:9]=[C:4]5[CH:3]=[N:2][NH:1][C:5]5=[CH:6][N:7]=4)[C:12]=3[CH:19]=2)=[O:22])[CH2:28][CH2:27][CH2:26][CH2:25][CH2:24]1. (10) Given the reactants [S:1]([O:8]S(C(F)(F)F)(=O)=O)([C:4]([F:7])([F:6])[F:5])(=[O:3])=[O:2].[CH2:16]([O:18][C:19]1[CH:20]=[C:21](/[CH:26]=[C:27](\[CH3:33])/[C:28]([O:30][CH2:31][CH3:32])=[O:29])[CH:22]=[CH:23][C:24]=1O)[CH3:17].C(N(CC)CC)C, predict the reaction product. The product is: [CH2:16]([O:18][C:19]1[CH:20]=[C:21](/[CH:26]=[C:27](\[CH3:33])/[C:28]([O:30][CH2:31][CH3:32])=[O:29])[CH:22]=[CH:23][C:24]=1[O:8][S:1]([C:4]([F:7])([F:6])[F:5])(=[O:3])=[O:2])[CH3:17].